Task: Predict the reaction yield, written as a fraction of the theoretical maximum amount of product (1.0 means a 100% yield; for example, 0.34 means a 34% yield).. Dataset: Reaction yield outcomes from USPTO patents with 853,638 reactions The reactants are [Cl:1][C:2]1[CH:21]=[C:20]([F:22])[CH:19]=[CH:18][C:3]=1[O:4][C:5]1[CH:13]=[CH:12][CH:11]=[C:10]([C:14]([F:17])([F:16])[F:15])[C:6]=1[C:7](O)=[O:8].[NH2:23][C:24]1[CH:25]=[CH:26][C:27]([C:30]([O:32]CC)=[O:31])=[N:28][CH:29]=1.CN(C(ON1N=NC2C=CC=NC1=2)=[N+](C)C)C.F[P-](F)(F)(F)(F)F.CN1CCOCC1.[H-].[Na+]. No catalyst specified. The product is [Cl:1][C:2]1[CH:21]=[C:20]([F:22])[CH:19]=[CH:18][C:3]=1[O:4][C:5]1[CH:13]=[CH:12][CH:11]=[C:10]([C:14]([F:15])([F:17])[F:16])[C:6]=1[C:7]([NH:23][C:24]1[CH:25]=[CH:26][C:27]([C:30]([OH:32])=[O:31])=[N:28][CH:29]=1)=[O:8]. The yield is 0.0500.